Dataset: Full USPTO retrosynthesis dataset with 1.9M reactions from patents (1976-2016). Task: Predict the reactants needed to synthesize the given product. The reactants are: Cl[C:2]1[N:3]=[C:4]([N:18]2[CH2:23][CH2:22][O:21][CH2:20][CH2:19]2)[C:5]2[N:11]=[C:10]([C:12]([O:14][CH3:15])=[O:13])[CH:9]=[C:8]([S:16][CH3:17])[C:6]=2[N:7]=1.[Si]([N:31]1[C:39]2[C:34](=[C:35](B(O)O)[CH:36]=[CH:37][CH:38]=2)[CH:33]=[CH:32]1)(C(C)(C)C)(C)C.C(=O)([O-])[O-].[Na+].[Na+]. Given the product [NH:31]1[C:39]2[C:34](=[C:35]([C:2]3[N:3]=[C:4]([N:18]4[CH2:23][CH2:22][O:21][CH2:20][CH2:19]4)[C:5]4[N:11]=[C:10]([C:12]([O:14][CH3:15])=[O:13])[CH:9]=[C:8]([S:16][CH3:17])[C:6]=4[N:7]=3)[CH:36]=[CH:37][CH:38]=2)[CH:33]=[CH:32]1, predict the reactants needed to synthesize it.